From a dataset of Catalyst prediction with 721,799 reactions and 888 catalyst types from USPTO. Predict which catalyst facilitates the given reaction. (1) Reactant: C[Zn]C.[CH:4]([Mg]Br)=[CH2:5].[F:8][C:9]1[CH:10]=[C:11]([CH:20]=[C:21]([I:23])[CH:22]=1)/[CH:12]=[N:13]/[S@@:14]([C:16]([CH3:19])([CH3:18])[CH3:17])=[O:15]. Product: [F:8][C:9]1[CH:10]=[C:11]([C@H:12]([NH:13][S@@:14]([C:16]([CH3:19])([CH3:18])[CH3:17])=[O:15])[CH:4]=[CH2:5])[CH:20]=[C:21]([I:23])[CH:22]=1. The catalyst class is: 1. (2) Reactant: [OH:1][C:2]1[C:11]2[C:6](=[CH:7][CH:8]=[CH:9][CH:10]=2)[CH:5]=[C:4]([CH3:12])[C:3]=1[C:13]#[N:14].C(=O)(O)[O-].[Na+].[Br:20]Br. Product: [Br:20][C:5]1[C:6]2[C:11](=[CH:10][CH:9]=[CH:8][CH:7]=2)[C:2]([OH:1])=[C:3]([C:13]#[N:14])[C:4]=1[CH3:12]. The catalyst class is: 22. (3) Reactant: I[C:2]1[CH:7]=[CH:6][C:5]([OH:8])=[C:4]([CH3:9])[CH:3]=1.[C:10]([Cu])#[N:11]. Product: [CH3:9][C:4]1[CH:3]=[C:2]([CH:7]=[CH:6][C:5]=1[OH:8])[C:10]#[N:11]. The catalyst class is: 3. (4) Reactant: Br[C:2]1[CH:7]=[C:6]([F:8])[CH:5]=[C:4]([Br:9])[C:3]=1[O:10][CH3:11].[C:12]1([CH2:18][SH:19])[CH:17]=[CH:16][CH:15]=[CH:14][CH:13]=1.CC1(C)C2C(=C(P(C3C=CC=CC=3)C3C=CC=CC=3)C=CC=2)OC2C(P(C3C=CC=CC=3)C3C=CC=CC=3)=CC=CC1=2.CCN(C(C)C)C(C)C. The catalyst class is: 110. Product: [CH2:18]([S:19][C:2]1[CH:7]=[C:6]([F:8])[CH:5]=[C:4]([Br:9])[C:3]=1[O:10][CH3:11])[C:12]1[CH:17]=[CH:16][CH:15]=[CH:14][CH:13]=1. (5) Reactant: Cl.[O:2]([CH2:9][C@@H:10]1[CH2:14][CH2:13][CH2:12][N:11]1[S:15]([C:18]1[CH:26]=[CH:25][C:24]2[N:23]3CCCN=[C:22]3[C:21]3([O:35]CCCO3)[C:20]=2[CH:19]=1)(=[O:17])=[O:16])[C:3]1[CH:8]=[CH:7][CH:6]=[CH:5][CH:4]=1.[NH4+].[OH-:37]. Product: [O:2]([CH2:9][C@@H:10]1[CH2:14][CH2:13][CH2:12][N:11]1[S:15]([C:18]1[CH:19]=[C:20]2[C:24](=[CH:25][CH:26]=1)[NH:23][C:22](=[O:37])[C:21]2=[O:35])(=[O:16])=[O:17])[C:3]1[CH:4]=[CH:5][CH:6]=[CH:7][CH:8]=1. The catalyst class is: 12. (6) Reactant: [CH3:1][C:2]1[CH:9]=[CH:8][C:5]([CH:6]=O)=[CH:4][CH:3]=1.[CH3:10][O:11][C:12]1[CH:13]=[C:14]([CH:16]=[CH:17][CH:18]=1)[NH2:15]. Product: [CH3:10][O:11][C:12]1[CH:13]=[C:14]([CH:16]=[CH:17][CH:18]=1)[N:15]=[CH:6][C:5]1[CH:8]=[CH:9][C:2]([CH3:1])=[CH:3][CH:4]=1. The catalyst class is: 8. (7) Product: [OH:12][C:8]1[C:9]([CH3:11])=[CH:10][C:5]([C:3](=[O:4])[CH2:2][O:15][CH3:14])=[C:6]([CH3:13])[CH:7]=1. Reactant: Cl[CH2:2][C:3]([C:5]1[CH:10]=[C:9]([CH3:11])[C:8]([OH:12])=[CH:7][C:6]=1[CH3:13])=[O:4].[CH3:14][O-:15].[Na+]. The catalyst class is: 5. (8) The catalyst class is: 5. Reactant: [Cl:1][C:2]1[CH:12]=[CH:11][C:5]2[CH2:6][CH2:7][NH:8][CH2:9][CH2:10][C:4]=2[C:3]=1[NH:13][CH2:14][C:15]1[CH:20]=[CH:19][C:18]([CH2:21][S:22]([CH2:25][C:26]([CH3:29])([CH3:28])[CH3:27])(=[O:24])=[O:23])=[CH:17][CH:16]=1.[C:30]([OH:37])(=[O:36])[CH2:31][CH2:32][C:33]([OH:35])=[O:34]. Product: [C:30]([OH:37])(=[O:36])[CH2:31][CH2:32][C:33]([OH:35])=[O:34].[Cl:1][C:2]1[CH:12]=[CH:11][C:5]2[CH2:6][CH2:7][NH:8][CH2:9][CH2:10][C:4]=2[C:3]=1[NH:13][CH2:14][C:15]1[CH:20]=[CH:19][C:18]([CH2:21][S:22]([CH2:25][C:26]([CH3:29])([CH3:28])[CH3:27])(=[O:24])=[O:23])=[CH:17][CH:16]=1. (9) Reactant: Cl[C:2]1[C:3]2[C:4](=[CH:15][N:16](CC3C=CC(OC)=CC=3)[N:17]=2)[N:5]=[C:6]([CH:8]2[CH2:13][CH2:12][N:11]([CH3:14])[CH2:10][CH2:9]2)[N:7]=1.[NH:27]1[C:35]2[C:30](=[CH:31][C:32]([NH2:36])=[CH:33][CH:34]=2)[CH:29]=[N:28]1.Cl. Product: [NH:27]1[C:35]2[C:30](=[CH:31][C:32]([NH:36][C:2]3[C:3]4[NH:17][N:16]=[CH:15][C:4]=4[N:5]=[C:6]([CH:8]4[CH2:9][CH2:10][N:11]([CH3:14])[CH2:12][CH2:13]4)[N:7]=3)=[CH:33][CH:34]=2)[CH:29]=[N:28]1. The catalyst class is: 71.